From a dataset of Peptide-MHC class I binding affinity with 185,985 pairs from IEDB/IMGT. Regression. Given a peptide amino acid sequence and an MHC pseudo amino acid sequence, predict their binding affinity value. This is MHC class I binding data. (1) The peptide sequence is MLNIPSINV. The MHC is HLA-A02:01 with pseudo-sequence HLA-A02:01. The binding affinity (normalized) is 0.277. (2) The peptide sequence is IIYSHKNNL. The MHC is H-2-Kb with pseudo-sequence H-2-Kb. The binding affinity (normalized) is 0.864. (3) The peptide sequence is FTHTTAFFNT. The MHC is HLA-A02:06 with pseudo-sequence HLA-A02:06. The binding affinity (normalized) is 0.637. (4) The peptide sequence is PTDYMSSKL. The MHC is HLA-A26:01 with pseudo-sequence HLA-A26:01. The binding affinity (normalized) is 0.0847. (5) The peptide sequence is FPISPIETV. The MHC is HLA-B54:01 with pseudo-sequence HLA-B54:01. The binding affinity (normalized) is 0.789. (6) The peptide sequence is TLFDWGFAL. The MHC is BoLA-T2C with pseudo-sequence BoLA-T2C. The binding affinity (normalized) is 1.00. (7) The peptide sequence is EGINELGAM. The MHC is HLA-A26:01 with pseudo-sequence HLA-A26:01. The binding affinity (normalized) is 0.642. (8) The peptide sequence is LPRERFRKT. The MHC is HLA-B27:03 with pseudo-sequence HLA-B27:03. The binding affinity (normalized) is 0.0847. (9) The peptide sequence is EVFGSTGDY. The MHC is HLA-A33:01 with pseudo-sequence HLA-A33:01. The binding affinity (normalized) is 0. (10) The MHC is HLA-A33:01 with pseudo-sequence HLA-A33:01. The peptide sequence is TLNAWVKVV. The binding affinity (normalized) is 0.0283.